This data is from Forward reaction prediction with 1.9M reactions from USPTO patents (1976-2016). The task is: Predict the product of the given reaction. (1) Given the reactants [Cl:1][C:2]1[CH:12]=[C:11]([F:13])[C:10]([F:14])=[CH:9][C:3]=1[C:4]([N:6]=[C:7]=[O:8])=[O:5].[NH2:15][C:16]1[CH:17]=[C:18]([C:23]2[NH:27][C:26]([CH3:28])=[N:25][N:24]=2)[CH:19]=[CH:20][C:21]=1[Cl:22], predict the reaction product. The product is: [Cl:1][C:2]1[CH:12]=[C:11]([F:13])[C:10]([F:14])=[CH:9][C:3]=1[C:4]([NH:6][C:7]([NH:15][C:16]1[CH:17]=[C:18]([C:23]2[NH:27][C:26]([CH3:28])=[N:25][N:24]=2)[CH:19]=[CH:20][C:21]=1[Cl:22])=[O:8])=[O:5]. (2) Given the reactants [F:1][C:2]1[CH:7]=[CH:6][C:5]([CH2:8][C:9]([OH:11])=[O:10])=[CH:4][C:3]=1[C:12]([F:15])([F:14])[F:13].[CH3:16]O, predict the reaction product. The product is: [CH3:16][O:10][C:9](=[O:11])[CH2:8][C:5]1[CH:6]=[CH:7][C:2]([F:1])=[C:3]([C:12]([F:13])([F:14])[F:15])[CH:4]=1. (3) The product is: [Cl:23][CH2:24][C:25](=[O:26])[C:2]#[C:1][C:3]1[CH2:8][CH2:7][CH2:6][CH2:5][CH:4]=1. Given the reactants [C:1]([C:3]1[CH2:8][CH2:7][CH2:6][CH2:5][CH:4]=1)#[CH:2].C([Li])CCC.C1(C#C[Li])CCCCC=1.[Cl:23][CH2:24][C:25](Cl)=[O:26], predict the reaction product. (4) Given the reactants [Br:1][C:2]1[CH:3]=[N:4][C:5]2[CH:6](O)[CH2:7][CH2:8][C:9]=2[CH:10]=1.[C:12]1(=[O:22])[C:20]2[C:15](=[CH:16][CH:17]=[CH:18][CH:19]=2)[C:14](=[O:21])[NH:13]1.C1(P(C2C=CC=CC=2)C2C=CC=CC=2)C=CC=CC=1.N(C(OC(C)(C)C)=O)=NC(OC(C)(C)C)=O, predict the reaction product. The product is: [Br:1][C:2]1[CH:10]=[C:9]2[CH2:8][CH2:7][CH:6]([N:13]3[C:14](=[O:21])[C:15]4[C:20](=[CH:19][CH:18]=[CH:17][CH:16]=4)[C:12]3=[O:22])[C:5]2=[N:4][CH:3]=1. (5) Given the reactants C(OC([NH:11][CH2:12][CH2:13][CH2:14][C@@H:15]([NH:18][C:19](=[O:41])[CH2:20][C@H:21]([O:33][CH2:34][C:35]1[CH:40]=[CH:39][CH:38]=[CH:37][CH:36]=1)[CH2:22][CH2:23][CH2:24][CH2:25][CH2:26][CH2:27][CH2:28][CH2:29][CH2:30][CH2:31][CH3:32])[CH2:16][OH:17])=O)C1C=CC=CC=1.C(O)C.CCO.[H][H], predict the reaction product. The product is: [NH2:11][CH2:12][CH2:13][CH2:14][C@@H:15]([NH:18][C:19](=[O:41])[CH2:20][C@H:21]([O:33][CH2:34][C:35]1[CH:40]=[CH:39][CH:38]=[CH:37][CH:36]=1)[CH2:22][CH2:23][CH2:24][CH2:25][CH2:26][CH2:27][CH2:28][CH2:29][CH2:30][CH2:31][CH3:32])[CH2:16][OH:17].